This data is from Catalyst prediction with 721,799 reactions and 888 catalyst types from USPTO. The task is: Predict which catalyst facilitates the given reaction. (1) Reactant: [CH3:1][C:2]([CH3:15])([CH3:14])[CH2:3][C:4]([C:6]1[CH:13]=[CH:12][C:9]([CH2:10]N)=[CH:8][CH:7]=1)=[O:5].O.NN.CC(C)(C)CC(C1C=CC(CN2C(=O)C3C(=CC=CC=3)C2=O)=CC=1)=O. Product: [CH3:1][C:2]([CH3:15])([CH3:14])[CH2:3][C:4]([C:6]1[CH:7]=[CH:8][C:9]([CH3:10])=[CH:12][CH:13]=1)=[O:5]. The catalyst class is: 5. (2) Reactant: Cl[C:2]1[CH:3]=[C:4]([O:11][CH2:12][CH:13]2[CH2:17][CH2:16][CH2:15][CH2:14]2)[C:5]([N+:8]([O-:10])=[O:9])=[N:6][CH:7]=1.[C:18]1([OH:24])[CH:23]=[CH:22][CH:21]=[CH:20][CH:19]=1.C([O-])([O-])=O.[K+].[K+].O. Product: [CH:13]1([CH2:12][O:11][C:4]2[C:5]([N+:8]([O-:10])=[O:9])=[N:6][CH:7]=[C:2]([O:24][C:18]3[CH:23]=[CH:22][CH:21]=[CH:20][CH:19]=3)[CH:3]=2)[CH2:17][CH2:16][CH2:15][CH2:14]1. The catalyst class is: 3. (3) Reactant: [C:1]1([Si:7](C2C=CC=CC=2)([C:20]2[CH:25]=CC=CC=2)[CH2:8][Si:9](C2C=CC=CC=2)(C=C)C=C)C=CC=C[CH:2]=1.C1C=CC=CC=1.[Cl-:38].[Al+3].[Cl-:40].[Cl-:41].[ClH:42]. Product: [Cl:38][Si:9]([Cl:42])([Cl:41])[CH2:8][Si:7]([Cl:40])([CH:20]=[CH2:25])[CH:1]=[CH2:2]. The catalyst class is: 21. (4) Reactant: [CH3:1][O:2][C:3]1[CH:4]=[C:5]([CH:21]=[CH:22][C:23]=1[O:24][CH2:25][C:26]1[N:27]=[C:28]([N:32]2[CH2:37][CH2:36][O:35][CH2:34][CH2:33]2)[S:29][C:30]=1[CH3:31])[CH2:6][O:7][C:8]1[C:12]([CH:13]=O)=[CH:11][N:10]([C:15]2[CH:20]=[CH:19][CH:18]=[CH:17][CH:16]=2)[N:9]=1.[Cl-].[CH2:39]([C:41]1[S:42][CH:43]=[C:44]([CH2:46][P+](C2C=CC=CC=2)(C2C=CC=CC=2)C2C=CC=CC=2)[N:45]=1)[CH3:40].C(=O)([O-])[O-].[K+].[K+].CN(C)C=O. Product: [CH2:39]([C:41]1[S:42][CH:43]=[C:44](/[CH:46]=[CH:13]\[C:12]2[C:8]([O:7][CH2:6][C:5]3[CH:21]=[CH:22][C:23]([O:24][CH2:25][C:26]4[N:27]=[C:28]([N:32]5[CH2:37][CH2:36][O:35][CH2:34][CH2:33]5)[S:29][C:30]=4[CH3:31])=[C:3]([O:2][CH3:1])[CH:4]=3)=[N:9][N:10]([C:15]3[CH:16]=[CH:17][CH:18]=[CH:19][CH:20]=3)[CH:11]=2)[N:45]=1)[CH3:40]. The catalyst class is: 6. (5) Reactant: [NH:1]1[CH2:6][CH2:5][O:4][CH2:3][CH2:2]1.C[Al](C)C.C[O:12][C:13](=O)[C:14]1[CH:19]=[CH:18][C:17]([C:20]([N:22]2[CH2:27][CH2:26][CH2:25][CH:24]([C:28]3[CH:37]=[CH:36][C:35]4[CH2:34][CH2:33][CH2:32][CH:31]([N:38]5[CH2:43][CH2:42][N:41]([CH3:44])[CH2:40][CH2:39]5)[C:30]=4[CH:29]=3)[CH2:23]2)=[O:21])=[CH:16][CH:15]=1. Product: [CH3:44][N:41]1[CH2:40][CH2:39][N:38]([CH:31]2[C:30]3[CH:29]=[C:28]([CH:24]4[CH2:25][CH2:26][CH2:27][N:22]([C:20]([C:17]5[CH:18]=[CH:19][C:14]([C:13]([N:1]6[CH2:6][CH2:5][O:4][CH2:3][CH2:2]6)=[O:12])=[CH:15][CH:16]=5)=[O:21])[CH2:23]4)[CH:37]=[CH:36][C:35]=3[CH2:34][CH2:33][CH2:32]2)[CH2:43][CH2:42]1. The catalyst class is: 4.